From a dataset of Catalyst prediction with 721,799 reactions and 888 catalyst types from USPTO. Predict which catalyst facilitates the given reaction. (1) Reactant: [Br:1][CH2:2][CH2:3][CH2:4][CH2:5][CH2:6][C:7](Cl)=[O:8].[NH2:10][C:11]1[CH:20]=[CH:19][C:14]([C:15]([O:17][CH3:18])=[O:16])=[CH:13][C:12]=1[CH3:21].CCN(C(C)C)C(C)C. Product: [Br:1][CH2:2][CH2:3][CH2:4][CH2:5][CH2:6][C:7]([NH:10][C:11]1[CH:20]=[CH:19][C:14]([C:15]([O:17][CH3:18])=[O:16])=[CH:13][C:12]=1[CH3:21])=[O:8]. The catalyst class is: 1. (2) Reactant: [H-].[Al+3].[Li+].[H-].[H-].[H-].[CH3:7][C:8]1[N:31]([CH3:32])[C:11]2[CH:12]=[C:13]([C:26](OCC)=[O:27])[C:14]3[CH2:15][CH2:16][CH:17]([C:20]4[CH:25]=[CH:24][CH:23]=[CH:22][CH:21]=4)[NH:18][C:19]=3[C:10]=2[N:9]=1.[OH-].[K+].S([O-])([O-])(=O)=O.[Mg+2]. Product: [OH:27][CH2:26][C:13]1[C:14]2[CH2:15][CH2:16][CH:17]([C:20]3[CH:21]=[CH:22][CH:23]=[CH:24][CH:25]=3)[NH:18][C:19]=2[C:10]2[N:9]=[C:8]([CH3:7])[N:31]([CH3:32])[C:11]=2[CH:12]=1. The catalyst class is: 30. (3) The catalyst class is: 10. Product: [C:1]([O:5][C:6]([N:8]1[CH2:13][CH2:12][N:11]([C:14]2[CH:19]=[CH:18][C:17]([O:20][CH2:33][CH2:34][CH2:35][OH:36])=[CH:16][CH:15]=2)[C@@H:10]([CH2:21][O:22][CH2:23][C:24]2[CH:25]=[CH:26][C:27]([O:30][CH3:31])=[CH:28][CH:29]=2)[CH2:9]1)=[O:7])([CH3:4])([CH3:3])[CH3:2]. Reactant: [C:1]([O:5][C:6]([N:8]1[CH2:13][CH2:12][N:11]([C:14]2[CH:19]=[CH:18][C:17]([OH:20])=[CH:16][CH:15]=2)[C@@H:10]([CH2:21][O:22][CH2:23][C:24]2[CH:29]=[CH:28][C:27]([O:30][CH3:31])=[CH:26][CH:25]=2)[CH2:9]1)=[O:7])([CH3:4])([CH3:3])[CH3:2].Br[CH2:33][CH2:34][CH2:35][OH:36].C(=O)([O-])[O-].[K+].[K+]. (4) Reactant: Cl.[NH2:2][CH:3]1[CH2:12][C:11]2[C:6](=[C:7]([N+:14]([O-:16])=[O:15])[CH:8]=[C:9]([Br:13])[CH:10]=2)[NH:5][C:4]1=[O:17].CN(C=O)C.C(N(CC)CC)C.[C:30](=O)([O:36]C(C)(C)C)[O:31][C:32]([CH3:35])([CH3:34])[CH3:33]. Product: [Br:13][C:9]1[CH:10]=[C:11]2[C:6](=[C:7]([N+:14]([O-:16])=[O:15])[CH:8]=1)[NH:5][C:4](=[O:17])[CH:3]([NH:2][C:30](=[O:36])[O:31][C:32]([CH3:35])([CH3:34])[CH3:33])[CH2:12]2. The catalyst class is: 6. (5) Reactant: [F:1][C:2]1[CH:8]=[C:7]([CH3:9])[CH:6]=[CH:5][C:3]=1[NH2:4].[F:10][CH:11]([F:26])[S:12]([C:15]1[CH:16]=[CH:17][C:18]([O:24][CH3:25])=[C:19]([N:21]=[C:22]=[O:23])[CH:20]=1)(=[O:14])=[O:13]. Product: [CH3:25][O:24][C:18]1[CH:17]=[CH:16][C:15]([S:12]([CH:11]([F:26])[F:10])(=[O:14])=[O:13])=[CH:20][C:19]=1[NH:21][C:22]([NH:4][C:3]1[CH:5]=[CH:6][C:7]([CH3:9])=[CH:8][C:2]=1[F:1])=[O:23]. The catalyst class is: 25. (6) Reactant: [CH2:1]1[C:3]([NH2:7])([C:4]([OH:6])=[O:5])[CH2:2]1.Cl[Si](C)(C)C.CCN(C(C)C)C(C)C.Cl[C:23]([O:25][CH:26](Cl)[CH:27](C)C)=[O:24].[CH3:31][C:32]1[CH:33]=[CH:34][C:35]([C:38]([OH:40])=[O:39])=[CH:36][CH:37]=1. Product: [CH3:31][C:32]1[CH:37]=[CH:36][C:35]([C:38]([O:40][CH2:27][CH2:26][O:25][C:23]([NH:7][C:3]2([C:4]([OH:6])=[O:5])[CH2:2][CH2:1]2)=[O:24])=[O:39])=[CH:34][CH:33]=1. The catalyst class is: 22.